From a dataset of Catalyst prediction with 721,799 reactions and 888 catalyst types from USPTO. Predict which catalyst facilitates the given reaction. (1) Reactant: [CH2:1]([O:3][C:4]([C:6]1[C:7](=[O:18])[NH:8][N:9]=[C:10]([C:13]2[S:14][CH:15]=[CH:16][CH:17]=2)[C:11]=1[OH:12])=[O:5])[CH3:2].[H-].[Na+].Br[CH2:22][CH2:23][C:24]([CH3:28])([CH3:27])[CH2:25][CH3:26].Cl. Product: [CH2:1]([O:3][C:4]([C:6]1[C:7](=[O:18])[N:8]([CH2:22][CH2:23][C:24]([CH3:28])([CH3:27])[CH2:25][CH3:26])[N:9]=[C:10]([C:13]2[S:14][CH:15]=[CH:16][CH:17]=2)[C:11]=1[OH:12])=[O:5])[CH3:2]. The catalyst class is: 9. (2) Reactant: [NH2:1][CH2:2][C:3]([OH:5])=[O:4].[OH-].[Na+].[C:8](Cl)(=[O:24])[CH2:9][CH2:10][CH2:11][CH2:12][CH2:13][CH2:14][CH2:15][CH2:16][CH2:17][CH2:18][CH2:19][CH2:20][CH2:21][CH2:22][CH3:23].Cl. Product: [NH:1]([C:8]([CH2:9][CH2:10][CH2:11][CH2:12][CH2:13][CH2:14][CH2:15][CH2:16][CH2:17][CH2:18][CH2:19][CH2:20][CH2:21][CH2:22][CH3:23])=[O:24])[CH2:2][C:3]([OH:5])=[O:4]. The catalyst class is: 657.